Dataset: Forward reaction prediction with 1.9M reactions from USPTO patents (1976-2016). Task: Predict the product of the given reaction. (1) Given the reactants [C:1]([N:11]1[CH2:18][CH2:17][CH2:16][C@H:12]1[C:13]([OH:15])=O)([O:3][CH2:4][C:5]1[CH:10]=[CH:9][CH:8]=[CH:7][CH:6]=1)=[O:2].[CH:19]1([NH2:22])[CH2:21][CH2:20]1.C1C=CC2N(O)N=NC=2C=1.C(Cl)CCl, predict the reaction product. The product is: [CH2:4]([O:3][C:1]([N:11]1[CH2:18][CH2:17][CH2:16][C@H:12]1[C:13](=[O:15])[NH:22][CH:19]1[CH2:21][CH2:20]1)=[O:2])[C:5]1[CH:6]=[CH:7][CH:8]=[CH:9][CH:10]=1. (2) Given the reactants [O:1]1[C:5]2[CH:6]=[CH:7][CH:8]=[C:9]([C:10]([CH3:13])(O)[CH3:11])[C:4]=2[O:3][CH2:2]1.[CH2:14]([O:16][C:17](=[O:25])[C:18]([O:20][Si](C)(C)C)=[CH2:19])[CH3:15].[Sn](Cl)(Cl)(Cl)Cl.C(=O)([O-])[O-].[K+].[K+], predict the reaction product. The product is: [CH2:14]([O:16][C:17](=[O:25])[C:18](=[O:19])[CH2:20][C:10]([C:9]1[C:4]2[O:3][CH2:2][O:1][C:5]=2[CH:6]=[CH:7][CH:8]=1)([CH3:13])[CH3:11])[CH3:15]. (3) Given the reactants Cl.CS[C:4]1[N:9]=[C:8]([C:10]2[C:11]([O:16][C:17]3[CH:22]=[CH:21][C:20]([NH:23][C:24]4[C:33]5[C:28](=[CH:29][CH:30]=[CH:31][CH:32]=5)[C:27]([C:34]5[CH:39]=[CH:38][CH:37]=[CH:36][CH:35]=5)=[N:26][N:25]=4)=[CH:19][CH:18]=3)=[N:12][CH:13]=[CH:14][CH:15]=2)[CH:7]=[CH:6][N:5]=1.O[O:41][S:42]([O-:44])=O.[K+].[C:46]([O-])(O)=O.[Na+], predict the reaction product. The product is: [CH3:46][S:42]([C:4]1[N:9]=[C:8]([C:10]2[C:11]([O:16][C:17]3[CH:18]=[CH:19][C:20]([NH:23][C:24]4[C:33]5[C:28](=[CH:29][CH:30]=[CH:31][CH:32]=5)[C:27]([C:34]5[CH:39]=[CH:38][CH:37]=[CH:36][CH:35]=5)=[N:26][N:25]=4)=[CH:21][CH:22]=3)=[N:12][CH:13]=[CH:14][CH:15]=2)[CH:7]=[CH:6][N:5]=1)(=[O:44])=[O:41]. (4) Given the reactants [F:1][C:2]1[CH:25]=[C:24]([F:26])[CH:23]=[C:22]([F:27])[C:3]=1[C:4]([NH:6][C:7]1[CH:12]=[CH:11][CH:10]=[C:9]([C:13]([CH:15]2[CH2:20][CH2:19][N:18]([CH3:21])[CH2:17][CH2:16]2)=[O:14])[N:8]=1)=[O:5].C(OCC)C.[ClH:33], predict the reaction product. The product is: [ClH:33].[F:27][C:22]1[CH:23]=[C:24]([F:26])[CH:25]=[C:2]([F:1])[C:3]=1[C:4]([NH:6][C:7]1[CH:12]=[CH:11][CH:10]=[C:9]([C:13]([CH:15]2[CH2:20][CH2:19][N:18]([CH3:21])[CH2:17][CH2:16]2)=[O:14])[N:8]=1)=[O:5]. (5) Given the reactants [H-].[Al+3].[Li+].[H-].[H-].[H-].[NH2:7][CH:8]([C:10]1[CH:19]=[CH:18][C:13]([C:14](OC)=[O:15])=[CH:12][CH:11]=1)[CH3:9].O.O.O.O.O.O.O.O.O.O.S([O-])([O-])(=O)=O.[Na+].[Na+], predict the reaction product. The product is: [NH2:7][CH:8]([C:10]1[CH:19]=[CH:18][C:13]([CH2:14][OH:15])=[CH:12][CH:11]=1)[CH3:9]. (6) Given the reactants [NH2:1][C:2]1[C:11]([S:12]CC2C=CC=CC=2)=[CH:10][C:5]([C:6]([O:8][CH3:9])=[O:7])=[C:4]([NH:20][C:21]2[CH:26]=[CH:25][CH:24]=[CH:23][C:22]=2[Cl:27])[C:3]=1[F:28].Cl.[N:30]([O-])=O.[Na+].C([O-])(O)=O.[Na+], predict the reaction product. The product is: [F:28][C:3]1[C:2]2[N:1]=[N:30][S:12][C:11]=2[CH:10]=[C:5]([C:6]([O:8][CH3:9])=[O:7])[C:4]=1[NH:20][C:21]1[CH:26]=[CH:25][CH:24]=[CH:23][C:22]=1[Cl:27]. (7) Given the reactants [O:1]=[C:2]1[C:7]([CH2:8][C:9]2[CH:14]=[CH:13][C:12]([C:15]3[C:16]([C:21]#[N:22])=[CH:17][CH:18]=[CH:19][CH:20]=3)=[CH:11][CH:10]=2)=[C:6]([CH2:23][CH2:24][CH3:25])[N:5]2[N:26]=[CH:27][N:28]=[C:4]2[N:3]1[CH:29]1[CH2:37][CH2:36][C:35]2[NH:34][N:33]=[CH:32][C:31]=2[CH2:30]1.[H-].[Na+].CN(C)C(=O)C.[CH3:46][C:47]1([CH3:50])[CH2:49][O:48]1, predict the reaction product. The product is: [OH:48][C:47]([CH3:50])([CH3:49])[CH2:46][N:33]1[CH:32]=[C:31]2[C:35]([CH2:36][CH2:37][CH:29]([N:3]3[C:2](=[O:1])[C:7]([CH2:8][C:9]4[CH:10]=[CH:11][C:12]([C:15]5[C:16]([C:21]#[N:22])=[CH:17][CH:18]=[CH:19][CH:20]=5)=[CH:13][CH:14]=4)=[C:6]([CH2:23][CH2:24][CH3:25])[N:5]4[N:26]=[CH:27][N:28]=[C:4]34)[CH2:30]2)=[N:34]1. (8) Given the reactants [Cl-].O[NH3+:3].[C:4](=[O:7])([O-])[OH:5].[Na+].CS(C)=O.[CH2:13]([C:17]1[N:18]=[CH:19][N:20]([CH2:39][C:40]2[CH:45]=[CH:44][C:43]([F:46])=[CH:42][CH:41]=2)[C:21](=[O:38])[C:22]=1[CH2:23][C:24]1[CH:29]=[CH:28][C:27]([C:30]2[C:31]([C:36]#[N:37])=[CH:32][CH:33]=[CH:34][CH:35]=2)=[CH:26][CH:25]=1)[CH2:14][CH2:15][CH3:16], predict the reaction product. The product is: [CH2:13]([C:17]1[N:18]=[CH:19][N:20]([CH2:39][C:40]2[CH:45]=[CH:44][C:43]([F:46])=[CH:42][CH:41]=2)[C:21](=[O:38])[C:22]=1[CH2:23][C:24]1[CH:25]=[CH:26][C:27]([C:30]2[CH:35]=[CH:34][CH:33]=[CH:32][C:31]=2[C:36]2[NH:3][C:4](=[O:7])[O:5][N:37]=2)=[CH:28][CH:29]=1)[CH2:14][CH2:15][CH3:16]. (9) Given the reactants [Cl:1][C:2]1[CH:7]=[C:6]([N+:8]([O-])=O)[C:5]([S:11][CH2:12][CH3:13])=[CH:4][C:3]=1[Cl:14].ClC1C=CC(S(C2CC2)(=O)=O)=C(C=1)N.[Cl-].[NH4+], predict the reaction product. The product is: [Cl:14][C:3]1[C:2]([Cl:1])=[CH:7][C:6]([NH2:8])=[C:5]([S:11][CH2:12][CH3:13])[CH:4]=1.